Dataset: NCI-60 drug combinations with 297,098 pairs across 59 cell lines. Task: Regression. Given two drug SMILES strings and cell line genomic features, predict the synergy score measuring deviation from expected non-interaction effect. (1) Drug 1: CN(C)N=NC1=C(NC=N1)C(=O)N. Drug 2: CN1C2=C(C=C(C=C2)N(CCCl)CCCl)N=C1CCCC(=O)O.Cl. Cell line: MDA-MB-231. Synergy scores: CSS=-2.42, Synergy_ZIP=-1.97, Synergy_Bliss=-0.0471, Synergy_Loewe=-6.13, Synergy_HSA=-2.89. (2) Drug 1: C1C(C(OC1N2C=NC3=C(N=C(N=C32)Cl)N)CO)O. Drug 2: COC1=NC(=NC2=C1N=CN2C3C(C(C(O3)CO)O)O)N. Cell line: NCI-H460. Synergy scores: CSS=0.0630, Synergy_ZIP=1.34, Synergy_Bliss=4.86, Synergy_Loewe=1.52, Synergy_HSA=1.26. (3) Drug 1: C1=NC2=C(N1)C(=S)N=C(N2)N. Drug 2: C1C(C(OC1N2C=C(C(=O)NC2=O)F)CO)O. Cell line: HCC-2998. Synergy scores: CSS=48.8, Synergy_ZIP=-8.50, Synergy_Bliss=-11.3, Synergy_Loewe=-5.02, Synergy_HSA=-4.33. (4) Drug 1: CC1=C(C=C(C=C1)C(=O)NC2=CC(=CC(=C2)C(F)(F)F)N3C=C(N=C3)C)NC4=NC=CC(=N4)C5=CN=CC=C5. Drug 2: CCN(CC)CCNC(=O)C1=C(NC(=C1C)C=C2C3=C(C=CC(=C3)F)NC2=O)C. Cell line: SF-295. Synergy scores: CSS=-0.918, Synergy_ZIP=-1.25, Synergy_Bliss=-4.33, Synergy_Loewe=-1.25, Synergy_HSA=-3.69. (5) Drug 1: CN1C(=O)N2C=NC(=C2N=N1)C(=O)N. Drug 2: CC(C)NC(=O)C1=CC=C(C=C1)CNNC.Cl. Cell line: NCI/ADR-RES. Synergy scores: CSS=3.27, Synergy_ZIP=-1.07, Synergy_Bliss=-2.69, Synergy_Loewe=-4.38, Synergy_HSA=-4.30. (6) Synergy scores: CSS=-4.79, Synergy_ZIP=2.00, Synergy_Bliss=-1.06, Synergy_Loewe=-6.09, Synergy_HSA=-5.20. Drug 1: CN(C)N=NC1=C(NC=N1)C(=O)N. Cell line: M14. Drug 2: C(CCl)NC(=O)N(CCCl)N=O. (7) Drug 2: CC(C)(C1=NC(=CC=C1)N2C3=NC(=NC=C3C(=O)N2CC=C)NC4=CC=C(C=C4)N5CCN(CC5)C)O. Synergy scores: CSS=71.9, Synergy_ZIP=0.673, Synergy_Bliss=-0.0586, Synergy_Loewe=-2.17, Synergy_HSA=3.11. Drug 1: CCC1=CC2CC(C3=C(CN(C2)C1)C4=CC=CC=C4N3)(C5=C(C=C6C(=C5)C78CCN9C7C(C=CC9)(C(C(C8N6C)(C(=O)OC)O)OC(=O)C)CC)OC)C(=O)OC. Cell line: NCIH23.